Dataset: Forward reaction prediction with 1.9M reactions from USPTO patents (1976-2016). Task: Predict the product of the given reaction. (1) Given the reactants [CH3:1][O:2][C:3]1[CH:11]=[CH:10][C:9]2[C:5](=[C:6]([C:13]([OH:15])=O)[N:7]([CH3:12])[N:8]=2)[CH:4]=1.CN.O.O[N:20]1[C:24]2C=CC=CC=2N=N1.Cl.C(N=C=NCCCN(C)C)C.C(N(CC)CC)C, predict the reaction product. The product is: [CH3:24][NH:20][C:13]([C:6]1[N:7]([CH3:12])[N:8]=[C:9]2[C:5]=1[CH:4]=[C:3]([O:2][CH3:1])[CH:11]=[CH:10]2)=[O:15]. (2) Given the reactants [F:1][C:2]1[CH:7]=[C:6]([C:8]([F:11])([F:10])[F:9])[CH:5]=[CH:4][C:3]=1[C@:12]12[CH2:17][C@H:16]1[CH2:15][NH:14][CH2:13]2.[Cl:18][CH2:19][CH2:20][CH2:21][S:22][C:23]1[N:27]([CH3:28])[C:26]([C:29]2[O:33][CH:32]=[N:31][C:30]=2[CH3:34])=[N:25][N:24]=1.C([O-])([O-])=O.[K+].[K+].[Na+].[I-], predict the reaction product. The product is: [ClH:18].[F:1][C:2]1[CH:7]=[C:6]([C:8]([F:11])([F:10])[F:9])[CH:5]=[CH:4][C:3]=1[C@:12]12[CH2:17][C@H:16]1[CH2:15][N:14]([CH2:19][CH2:20][CH2:21][S:22][C:23]1[N:27]([CH3:28])[C:26]([C:29]3[O:33][CH:32]=[N:31][C:30]=3[CH3:34])=[N:25][N:24]=1)[CH2:13]2.